From a dataset of Reaction yield outcomes from USPTO patents with 853,638 reactions. Predict the reaction yield, written as a fraction of the theoretical maximum amount of product (1.0 means a 100% yield; for example, 0.34 means a 34% yield). The reactants are [Cl:1][C:2]1[CH:3]=[C:4]([CH:9]([S:14](Cl)(=[O:16])=[O:15])[C:10]([F:13])([F:12])[F:11])[CH:5]=[C:6]([Cl:8])[CH:7]=1.[Br:18][C:19]1[N:20]=[C:21]([O:26][CH3:27])[C:22]([NH2:25])=[N:23][CH:24]=1. The catalyst is N1C=CC=CC=1. The product is [Br:18][C:19]1[N:20]=[C:21]([O:26][CH3:27])[C:22]([NH:25][S:14]([CH:9]([C:4]2[CH:3]=[C:2]([Cl:1])[CH:7]=[C:6]([Cl:8])[CH:5]=2)[C:10]([F:13])([F:12])[F:11])(=[O:16])=[O:15])=[N:23][CH:24]=1. The yield is 0.0700.